Dataset: Full USPTO retrosynthesis dataset with 1.9M reactions from patents (1976-2016). Task: Predict the reactants needed to synthesize the given product. Given the product [Br:1][C:2]1[CH:7]=[CH:6][C:5]([S:8]([NH:17][C:16]2[CH:18]=[C:19]([N+:22]([O-:24])=[O:23])[CH:20]=[CH:21][C:15]=2[O:14][CH3:13])(=[O:10])=[O:9])=[CH:4][C:3]=1[F:12], predict the reactants needed to synthesize it. The reactants are: [Br:1][C:2]1[CH:7]=[CH:6][C:5]([S:8](Cl)(=[O:10])=[O:9])=[CH:4][C:3]=1[F:12].[CH3:13][O:14][C:15]1[CH:21]=[CH:20][C:19]([N+:22]([O-:24])=[O:23])=[CH:18][C:16]=1[NH2:17].N1C=CC=CC=1.